Dataset: Reaction yield outcomes from USPTO patents with 853,638 reactions. Task: Predict the reaction yield, written as a fraction of the theoretical maximum amount of product (1.0 means a 100% yield; for example, 0.34 means a 34% yield). (1) The reactants are [Cl:1][C:2]1[CH:34]=[CH:33][C:5]([CH2:6][C:7]2[C:15]3[C:14](=[O:16])[NH:13][C:12](=[O:17])[N:11]([CH2:18][O:19][CH2:20][CH2:21][Si:22]([CH3:25])([CH3:24])[CH3:23])[C:10]=3[O:9][C:8]=2[C:26]2[CH:31]=[CH:30][CH:29]=[C:28]([Cl:32])[CH:27]=2)=[CH:4][CH:3]=1.Br[CH2:36][CH2:37][CH2:38][O:39][CH:40]1[CH2:45][CH2:44][CH2:43][CH2:42][O:41]1.C([O-])([O-])=O.[K+].[K+]. The catalyst is CN(C=O)C.CC(=O)OCC.O. The product is [Cl:1][C:2]1[CH:3]=[CH:4][C:5]([CH2:6][C:7]2[C:15]3[C:14](=[O:16])[N:13]([CH2:36][CH2:37][CH2:38][O:39][CH:40]4[CH2:45][CH2:44][CH2:43][CH2:42][O:41]4)[C:12](=[O:17])[N:11]([CH2:18][O:19][CH2:20][CH2:21][Si:22]([CH3:25])([CH3:24])[CH3:23])[C:10]=3[O:9][C:8]=2[C:26]2[CH:31]=[CH:30][CH:29]=[C:28]([Cl:32])[CH:27]=2)=[CH:33][CH:34]=1. The yield is 0.307. (2) The reactants are N12CCCN=C1CCCCC2.[Cl:12][C:13]1[CH:18]=[CH:17][C:16]([C:19](=[CH2:24])[C:20]([O:22][CH3:23])=[O:21])=[CH:15][CH:14]=1.[N+:25]([CH:28]([CH3:30])[CH3:29])([O-:27])=[O:26]. The catalyst is CC#N. The product is [Cl:12][C:13]1[CH:14]=[CH:15][C:16]([CH:19]([CH2:24][C:28]([CH3:30])([N+:25]([O-:27])=[O:26])[CH3:29])[C:20]([O:22][CH3:23])=[O:21])=[CH:17][CH:18]=1. The yield is 0.987. (3) The reactants are [BH4-].[Na+].[CH3:3][CH:4]([CH3:16])[C:5](=[O:15])[CH2:6][CH2:7][NH:8][C:9]1[CH:14]=[CH:13][CH:12]=[CH:11][CH:10]=1. The catalyst is CO. The product is [CH3:3][CH:4]([CH3:16])[CH:5]([OH:15])[CH2:6][CH2:7][NH:8][C:9]1[CH:14]=[CH:13][CH:12]=[CH:11][CH:10]=1. The yield is 0.230. (4) The reactants are Cl[C:2]1[N:10]=[CH:9][N:8]=[C:7]2[C:3]=1[N:4]=[C:5]([C:18]1[CH:23]=[CH:22][CH:21]=[CH:20][C:19]=1[Cl:24])[N:6]2[C:11]1[CH:16]=[CH:15][C:14]([Cl:17])=[CH:13][CH:12]=1.[NH2:25][C@@H:26]1[CH2:31][CH2:30][CH2:29][N:28]([C:32]([O:34][C:35]([CH3:38])([CH3:37])[CH3:36])=[O:33])[CH2:27]1.C(N(CC)CC)C. The catalyst is C(O)C. The product is [Cl:24][C:19]1[CH:20]=[CH:21][CH:22]=[CH:23][C:18]=1[C:5]1[N:6]([C:11]2[CH:12]=[CH:13][C:14]([Cl:17])=[CH:15][CH:16]=2)[C:7]2[C:3]([N:4]=1)=[C:2]([NH:25][C@@H:26]1[CH2:31][CH2:30][CH2:29][N:28]([C:32]([O:34][C:35]([CH3:38])([CH3:37])[CH3:36])=[O:33])[CH2:27]1)[N:10]=[CH:9][N:8]=2. The yield is 0.860. (5) The reactants are [Br:1][C:2]1[C:7]([NH2:8])=[CH:6][C:5]([Cl:9])=[CH:4][N:3]=1.[C:10]([C:14]1[CH:19]=[CH:18][C:17]([S:20](Cl)(=[O:22])=[O:21])=[CH:16][CH:15]=1)([CH3:13])([CH3:12])[CH3:11]. The catalyst is N1C=CC=CC=1. The yield is 0.660. The product is [Br:1][C:2]1[C:7]([NH:8][S:20]([C:17]2[CH:18]=[CH:19][C:14]([C:10]([CH3:13])([CH3:12])[CH3:11])=[CH:15][CH:16]=2)(=[O:22])=[O:21])=[CH:6][C:5]([Cl:9])=[CH:4][N:3]=1. (6) The reactants are [N:1]([C@@H:4]1[CH2:9][CH2:8][CH2:7][CH2:6][C@@H:5]1[CH3:10])=[N+]=[N-].[C:11]1(=[O:15])[CH2:14][CH2:13][CH2:12]1. The catalyst is ClCCl.[Cl-].[Ti+4].[Cl-].[Cl-].[Cl-]. The product is [CH3:10][C@H:5]1[CH2:6][CH2:7][CH2:8][CH2:9][C@H:4]1[N:1]1[CH2:14][CH2:13][CH2:12][C:11]1=[O:15]. The yield is 0.360. (7) The reactants are CN(C=O)C.[OH:6][C:7]1[CH:12]=[CH:11][C:10](B(O)O)=[CH:9][CH:8]=1.I[C:17]1[C:18]([C:23]([O:25][CH2:26][CH3:27])=[O:24])=[N:19][O:20][C:21]=1[CH3:22].C(=O)(O)[O-].[Na+]. The catalyst is C1C=CC(P(C2C=CC=CC=2)C2C=CC=CC=2)=CC=1.C1C=CC(P(C2C=CC=CC=2)C2C=CC=CC=2)=CC=1.Cl[Pd]Cl.O. The product is [OH:6][C:7]1[CH:12]=[CH:11][C:10]([C:17]2[C:18]([C:23]([O:25][CH2:26][CH3:27])=[O:24])=[N:19][O:20][C:21]=2[CH3:22])=[CH:9][CH:8]=1. The yield is 0.570. (8) The reactants are Br[C:2]1[CH:3]=[C:4]2[C:9](=[CH:10][CH:11]=1)[N:8]=[CH:7][C:6]([C:12]([CH:14]1[CH2:16][CH2:15]1)=[O:13])=[C:5]2[NH:17][C:18]1[CH:19]=[N:20][C:21]([N:24]2[CH2:29][CH2:28][CH2:27][CH:26]([NH:30]C(=O)OC(C)(C)C)[CH2:25]2)=[N:22][CH:23]=1.[Cl:38][C:39]1[CH:44]=[C:43](B2OC(C)(C)C(C)(C)O2)[CH:42]=[C:41]([O:54][CH3:55])[C:40]=1[OH:56]. No catalyst specified. The product is [NH2:30][CH:26]1[CH2:27][CH2:28][CH2:29][N:24]([C:21]2[N:20]=[CH:19][C:18]([NH:17][C:5]3[C:4]4[C:9](=[CH:10][CH:11]=[C:2]([C:43]5[CH:42]=[C:41]([O:54][CH3:55])[C:40]([OH:56])=[C:39]([Cl:38])[CH:44]=5)[CH:3]=4)[N:8]=[CH:7][C:6]=3[C:12]([CH:14]3[CH2:15][CH2:16]3)=[O:13])=[CH:23][N:22]=2)[CH2:25]1. The yield is 0.110. (9) The reactants are [Cl:1][C:2]1[C:3]([C:46](=[O:56])[N:47]([CH2:52][CH2:53][CH2:54][CH3:55])[CH2:48][CH2:49][CH2:50][CH3:51])=[N:4][N:5]([C:8]2[CH:29]=[CH:28][C:27]([C:30](=[O:45])[NH:31][S:32]([C:35]3[CH:44]=[CH:43][C:42]4[C:37](=[CH:38][CH:39]=[CH:40][CH:41]=4)[CH:36]=3)(=[O:34])=[O:33])=[CH:26][C:9]=2[C:10]([N:12]2[C@@H:21]([C:22](OC)=[O:23])[CH2:20][C:19]3[C:14](=[CH:15][CH:16]=[CH:17][CH:18]=3)[CH2:13]2)=[O:11])[C:6]=1[CH3:7].[BH4-].[Na+]. The catalyst is C1COCC1.CO. The product is [CH2:52]([N:47]([CH2:48][CH2:49][CH2:50][CH3:51])[C:46]([C:3]1[C:2]([Cl:1])=[C:6]([CH3:7])[N:5]([C:8]2[CH:29]=[CH:28][C:27]([C:30](=[O:45])[NH:31][S:32]([C:35]3[CH:44]=[CH:43][C:42]4[C:37](=[CH:38][CH:39]=[CH:40][CH:41]=4)[CH:36]=3)(=[O:34])=[O:33])=[CH:26][C:9]=2[C:10]([N:12]2[C@@H:21]([CH2:22][OH:23])[CH2:20][C:19]3[C:14](=[CH:15][CH:16]=[CH:17][CH:18]=3)[CH2:13]2)=[O:11])[N:4]=1)=[O:56])[CH2:53][CH2:54][CH3:55]. The yield is 0.340.